Predict the reaction yield, written as a fraction of the theoretical maximum amount of product (1.0 means a 100% yield; for example, 0.34 means a 34% yield). From a dataset of Reaction yield outcomes from USPTO patents with 853,638 reactions. (1) The reactants are [F:1][C:2]([F:14])([CH3:13])[CH2:3][O:4][C:5]1[C:10]([C:11]#[N:12])=[CH:9][N:8]=[CH:7][N:6]=1. The catalyst is C1COCC1.[Ni]. The product is [F:14][C:2]([F:1])([CH3:13])[CH2:3][O:4][C:5]1[C:10]([CH2:11][NH2:12])=[CH:9][N:8]=[CH:7][N:6]=1. The yield is 0.300. (2) The reactants are Cl[C:2]1[CH:7]=[C:6]([NH:8][C:9]2[CH:14]=[CH:13][C:12]([O:15][C:16]([F:19])([F:18])[F:17])=[CH:11][CH:10]=2)[N:5]=[C:4]([C:20]2[CH:21]=[C:22]([C:26](=[O:28])[CH3:27])[CH:23]=[CH:24][CH:25]=2)[N:3]=1.[NH:29]1[CH2:34][CH2:33][O:32][CH2:31][CH2:30]1. The catalyst is C(O)CCC. The product is [N:29]1([C:2]2[CH:7]=[C:6]([NH:8][C:9]3[CH:10]=[CH:11][C:12]([O:15][C:16]([F:19])([F:18])[F:17])=[CH:13][CH:14]=3)[N:5]=[C:4]([C:20]3[CH:21]=[C:22]([C:26](=[O:28])[CH3:27])[CH:23]=[CH:24][CH:25]=3)[N:3]=2)[CH2:34][CH2:33][O:32][CH2:31][CH2:30]1. The yield is 0.750. (3) The reactants are [CH2:1]([O:19][C:20](=[O:66])[CH2:21][CH2:22][N:23](C(OC(C)(C)C)=O)[CH2:24][CH2:25][CH2:26][CH2:27][N:28](C(OC(C)(C)C)=O)[CH2:29][CH2:30][C:31]([O:33][CH2:34][CH2:35][CH2:36][CH2:37][CH2:38][CH2:39][CH2:40][CH:41]=[CH:42][CH2:43][CH2:44][CH2:45][CH2:46][CH2:47][CH2:48][CH2:49][CH2:50][CH3:51])=[O:32])[CH2:2][CH2:3][CH2:4][CH2:5][CH2:6][CH2:7][CH:8]=[CH:9][CH2:10][CH2:11][CH2:12][CH2:13][CH2:14][CH2:15][CH2:16][CH2:17][CH3:18].[ClH:67]. The catalyst is C(Cl)Cl.CCOC(C)=O. The product is [ClH:67].[ClH:67].[CH2:1]([O:19][C:20](=[O:66])[CH2:21][CH2:22][NH:23][CH2:24][CH2:25][CH2:26][CH2:27][NH:28][CH2:29][CH2:30][C:31]([O:33][CH2:34][CH2:35][CH2:36][CH2:37][CH2:38][CH2:39][CH2:40][CH2:41][CH:42]=[CH:43][CH2:44][CH2:45][CH2:46][CH2:47][CH2:48][CH2:49][CH2:50][CH3:51])=[O:32])[CH2:2][CH2:3][CH2:4][CH2:5][CH2:6][CH2:7][CH2:8][CH:9]=[CH:10][CH2:11][CH2:12][CH2:13][CH2:14][CH2:15][CH2:16][CH2:17][CH3:18]. The yield is 0.910. (4) The reactants are [CH2:1]([O:3][C:4]([CH:6]1[CH2:11][CH2:10][C:9](=O)[CH2:8][CH2:7]1)=[O:5])[CH3:2].[F:13][C:14]1[CH:19]=[CH:18][C:17]([NH2:20])=[CH:16][CH:15]=1.C(O)(=O)C.C(O[BH-](OC(=O)C)OC(=O)C)(=O)C.[Na+].C([O-])(O)=O.[Na+]. The catalyst is C1COCC1. The product is [CH2:1]([O:3][C:4]([CH:6]1[CH2:11][CH2:10][CH2:9][CH:8]([NH:20][C:17]2[CH:18]=[CH:19][C:14]([F:13])=[CH:15][CH:16]=2)[CH2:7]1)=[O:5])[CH3:2]. The yield is 0.870. (5) The reactants are [CH2:1]([C:5]1[CH:6]=[C:7]([C:24]2[CH:29]=[CH:28][CH:27]=[CH:26][CH:25]=2)[CH:8]=[C:9]([CH2:20][CH:21]([CH3:23])[CH3:22])[C:10]=1[NH:11][C:12](=O)[C:13]1[CH:18]=[CH:17][CH:16]=[CH:15][CH:14]=1)[CH:2]([CH3:4])[CH3:3].P(Cl)(Cl)(Cl)=O.P(Cl)(Cl)(Cl)(Cl)Cl.CO[CH:43](OC)[CH2:44][NH2:45].Cl.[OH-].[Na+]. The catalyst is C(O)(C)C. The product is [CH2:1]([C:5]1[CH:6]=[C:7]([C:24]2[CH:29]=[CH:28][CH:27]=[CH:26][CH:25]=2)[CH:8]=[C:9]([CH2:20][CH:21]([CH3:23])[CH3:22])[C:10]=1[N:11]1[CH:43]=[CH:44][N:45]=[C:12]1[C:13]1[CH:18]=[CH:17][CH:16]=[CH:15][CH:14]=1)[CH:2]([CH3:4])[CH3:3]. The yield is 0.550. (6) The reactants are Br[C:2]1[CH:7]=[CH:6][C:5]([O:8][CH:9]([F:11])[F:10])=[C:4]([C:12]([CH3:15])([CH3:14])[CH3:13])[CH:3]=1.[CH3:16][O:17][C:18]1[C:23](B(O)O)=[CH:22][CH:21]=[CH:20][N:19]=1.C([O-])([O-])=O.[Na+].[Na+]. The catalyst is CO.C(Cl)Cl.C1C=CC([P]([Pd]([P](C2C=CC=CC=2)(C2C=CC=CC=2)C2C=CC=CC=2)([P](C2C=CC=CC=2)(C2C=CC=CC=2)C2C=CC=CC=2)[P](C2C=CC=CC=2)(C2C=CC=CC=2)C2C=CC=CC=2)(C2C=CC=CC=2)C2C=CC=CC=2)=CC=1. The product is [C:12]([C:4]1[CH:3]=[C:2]([C:23]2[C:18]([O:17][CH3:16])=[N:19][CH:20]=[CH:21][CH:22]=2)[CH:7]=[CH:6][C:5]=1[O:8][CH:9]([F:11])[F:10])([CH3:15])([CH3:14])[CH3:13]. The yield is 0.580.